This data is from Reaction yield outcomes from USPTO patents with 853,638 reactions. The task is: Predict the reaction yield, written as a fraction of the theoretical maximum amount of product (1.0 means a 100% yield; for example, 0.34 means a 34% yield). (1) The reactants are Cl[C:2]1[CH:7]=[CH:6][N:5]=[C:4]2[C:8]([C:11](=[O:29])[C:12]([N:14]3[CH2:19][CH2:18][C:17](=[C:20]([C:23]4[CH:28]=[CH:27][CH:26]=[CH:25][CH:24]=4)[C:21]#[N:22])[CH2:16][CH2:15]3)=[O:13])=[CH:9][NH:10][C:3]=12.C([Sn](CCCC)(CCCC)[C:35]1[CH:40]=[N:39][CH:38]=[CH:37][N:36]=1)CCC.O1CCOCC1. The catalyst is CO.C1C=CC([P]([Pd]([P](C2C=CC=CC=2)(C2C=CC=CC=2)C2C=CC=CC=2)([P](C2C=CC=CC=2)(C2C=CC=CC=2)C2C=CC=CC=2)[P](C2C=CC=CC=2)(C2C=CC=CC=2)C2C=CC=CC=2)(C2C=CC=CC=2)C2C=CC=CC=2)=CC=1. The product is [O:29]=[C:11]([C:8]1[C:4]2=[N:5][CH:6]=[CH:7][C:2]([C:35]3[CH:40]=[N:39][CH:38]=[CH:37][N:36]=3)=[C:3]2[NH:10][CH:9]=1)[C:12]([N:14]1[CH2:19][CH2:18][C:17](=[C:20]([C:23]2[CH:28]=[CH:27][CH:26]=[CH:25][CH:24]=2)[C:21]#[N:22])[CH2:16][CH2:15]1)=[O:13]. The yield is 0.0900. (2) The catalyst is [C-]#[O+].[C-]#[O+].[C-]#[O+].[C-]#[O+].[C-]#[O+].[C-]#[O+].[C-]#[O+].[C-]#[O+].[C-]#[O+].[C-]#[O+].[C-]#[O+].[C-]#[O+].[Ru].[Ru].[Ru].C1(C)C=CC=CC=1. The reactants are [F:1][C:2]1[CH:7]=[CH:6][C:5]([CH2:8][C:9](=O)[CH3:10])=[C:4]([N+:12]([O-])=O)[CH:3]=1.[C]=O. The product is [F:1][C:2]1[CH:3]=[C:4]2[C:5]([CH:8]=[C:9]([CH3:10])[NH:12]2)=[CH:6][CH:7]=1. The yield is 0.790. (3) The reactants are [CH3:1][O:2][C:3]1[CH:4]=[C:5]2[C:10](=[CH:11][C:12]=1[O:13][CH3:14])[N:9]=[CH:8][CH:7]=[C:6]2[O:15][C:16]1[CH:21]=[CH:20][C:19]([NH:22][C:23](=O)[CH2:24][O:25][C:26]2[CH:31]=[CH:30][CH:29]=[CH:28][C:27]=2[O:32][CH3:33])=[CH:18][C:17]=1[CH3:35].Cl.[OH-].[Na+]. The catalyst is O1CCCC1. The product is [CH3:1][O:2][C:3]1[CH:4]=[C:5]2[C:10](=[CH:11][C:12]=1[O:13][CH3:14])[N:9]=[CH:8][CH:7]=[C:6]2[O:15][C:16]1[CH:21]=[CH:20][C:19]([NH:22][CH2:23][CH2:24][O:25][C:26]2[CH:31]=[CH:30][CH:29]=[CH:28][C:27]=2[O:32][CH3:33])=[CH:18][C:17]=1[CH3:35]. The yield is 0.800. (4) The reactants are I[C:2]1[CH:3]=[C:4]([C:8]2[N:13]=[C:12]([C:14]([NH2:16])=[O:15])[CH:11]=[C:10]([O:17][CH:18]3[CH2:21][O:20][CH2:19]3)[N:9]=2)[CH:5]=[CH:6][CH:7]=1.[C:22]([C@:24]1([OH:31])[CH2:28][CH2:27][N:26]([CH3:29])[C:25]1=[O:30])#[CH:23]. No catalyst specified. The yield is 0.350. The product is [OH:31][C@@:24]1([C:22]#[C:23][C:2]2[CH:3]=[C:4]([C:8]3[N:13]=[C:12]([C:14]([NH2:16])=[O:15])[CH:11]=[C:10]([O:17][CH:18]4[CH2:21][O:20][CH2:19]4)[N:9]=3)[CH:5]=[CH:6][CH:7]=2)[CH2:28][CH2:27][N:26]([CH3:29])[C:25]1=[O:30].